Dataset: Full USPTO retrosynthesis dataset with 1.9M reactions from patents (1976-2016). Task: Predict the reactants needed to synthesize the given product. (1) Given the product [Br:24][C:20]1[CH:19]=[C:18]([CH:23]=[CH:22][CH:21]=1)[O:17][C:15]1[CH2:16][N:12]([C@@H:4]([CH2:5][CH:6]2[CH2:11][CH2:10][CH2:9][CH2:8][CH2:7]2)[C:3]([OH:26])=[O:2])[C:13](=[O:25])[CH:14]=1, predict the reactants needed to synthesize it. The reactants are: C[O:2][C:3](=[O:26])[C@@H:4]([N:12]1[CH2:16][C:15]([O:17][C:18]2[CH:23]=[CH:22][CH:21]=[C:20]([Br:24])[CH:19]=2)=[CH:14][C:13]1=[O:25])[CH2:5][CH:6]1[CH2:11][CH2:10][CH2:9][CH2:8][CH2:7]1.[OH-].[Li+]. (2) Given the product [NH2:24][C:21]1[N:22]=[CH:23][C:18]([C:17]#[C:16][C:14]2[CH:15]=[C:10]([NH:9][C:8]([NH:35][CH2:34][C:33]3[CH:36]=[CH:37][CH:38]=[CH:39][C:32]=3[N:26]3[CH2:31][CH2:30][CH2:29][CH2:28][CH2:27]3)=[O:25])[CH:11]=[N:12][CH:13]=2)=[CH:19][N:20]=1, predict the reactants needed to synthesize it. The reactants are: C1(O[C:8](=[O:25])[NH:9][C:10]2[CH:11]=[N:12][CH:13]=[C:14]([C:16]#[C:17][C:18]3[CH:19]=[N:20][C:21]([NH2:24])=[N:22][CH:23]=3)[CH:15]=2)C=CC=CC=1.[N:26]1([C:32]2[CH:39]=[CH:38][CH:37]=[CH:36][C:33]=2[CH2:34][NH2:35])[CH2:31][CH2:30][CH2:29][CH2:28][CH2:27]1.C(N(CC)CC)C. (3) Given the product [NH2:19][C:20]1[CH:21]=[C:22]([C:26]2[CH:31]=[C:30]([C:32]3[CH:37]=[CH:36][CH:35]=[CH:34][C:33]=3[OH:38])[N:29]=[C:28]([NH:46][C:47]([C:49]3[S:50][C:51]([Cl:54])=[CH:52][CH:53]=3)=[O:48])[C:27]=2[C:55]#[N:56])[CH:23]=[CH:24][CH:25]=1, predict the reactants needed to synthesize it. The reactants are: [F-].C([N+](CCCC)(CCCC)CCCC)CCC.[NH2:19][C:20]1[CH:21]=[C:22]([C:26]2[CH:31]=[C:30]([C:32]3[CH:37]=[CH:36][CH:35]=[CH:34][C:33]=3[O:38][Si](C(C)(C)C)(C)C)[N:29]=[C:28]([NH:46][C:47]([C:49]3[S:50][C:51]([Cl:54])=[CH:52][CH:53]=3)=[O:48])[C:27]=2[C:55]#[N:56])[CH:23]=[CH:24][CH:25]=1. (4) Given the product [Br:28][CH2:20][C:1]1[CH:2]=[CH:3][C:4]([C:7]2[O:8][C:9]3[C:15]([C:16]([O:18][CH3:19])=[O:17])=[CH:14][CH:13]=[CH:12][C:10]=3[N:11]=2)=[CH:5][CH:6]=1, predict the reactants needed to synthesize it. The reactants are: [C:1]1([CH3:20])[CH:6]=[CH:5][C:4]([C:7]2[O:8][C:9]3[C:15]([C:16]([O:18][CH3:19])=[O:17])=[CH:14][CH:13]=[CH:12][C:10]=3[N:11]=2)=[CH:3][CH:2]=1.C1C(=O)N([Br:28])C(=O)C1.